From a dataset of Forward reaction prediction with 1.9M reactions from USPTO patents (1976-2016). Predict the product of the given reaction. (1) Given the reactants CC(C)([O-])C.[K+].[F:7][C:8]([F:20])([F:19])[C:9]1[CH:18]=[CH:17][C:16]2[CH2:15][NH:14][CH2:13][CH2:12][C:11]=2[N:10]=1.Br[C:22]1[CH:27]=[C:26]([CH3:28])[C:25]([NH:29][C:30](=[O:36])[CH2:31][C:32]([CH3:35])([CH3:34])[CH3:33])=[C:24]([CH3:37])[CH:23]=1, predict the reaction product. The product is: [CH3:28][C:26]1[CH:27]=[C:22]([N:14]2[CH2:13][CH2:12][C:11]3[N:10]=[C:9]([C:8]([F:7])([F:19])[F:20])[CH:18]=[CH:17][C:16]=3[CH2:15]2)[CH:23]=[C:24]([CH3:37])[C:25]=1[NH:29][C:30](=[O:36])[CH2:31][C:32]([CH3:34])([CH3:33])[CH3:35]. (2) The product is: [Cl:1][C:2]1[CH:3]=[CH:4][C:5]([C:8]2[S:31][C:11]3[C:12](=[O:30])[N:13]([CH2:16][C:17]4[CH:22]=[CH:21][CH:20]=[C:19]([O:23][CH:24]5[CH2:25][CH2:26][N:27]([CH3:34])[CH2:28][CH2:29]5)[N:18]=4)[N:14]=[CH:15][C:10]=3[CH:9]=2)=[CH:6][CH:7]=1. Given the reactants [Cl:1][C:2]1[CH:7]=[CH:6][C:5]([C:8]2[S:31][C:11]3[C:12](=[O:30])[N:13]([CH2:16][C:17]4[CH:22]=[CH:21][CH:20]=[C:19]([O:23][CH:24]5[CH2:29][CH2:28][NH:27][CH2:26][CH2:25]5)[N:18]=4)[N:14]=[CH:15][C:10]=3[CH:9]=2)=[CH:4][CH:3]=1.C=O.[C:34](O)(=O)C, predict the reaction product. (3) Given the reactants [Cl:1][C:2]1[CH:3]=[N:4][N:5]([C:7]2[CH:12]=[CH:11][N:10]=[CH:9][C:8]=2[N:13]2[CH2:18][CH2:17][CH:16]([C:19]([OH:21])=O)[CH2:15][CH2:14]2)[CH:6]=1.CN(C=O)C.CN(C(ON1N=[N:42][C:37]2[CH:38]=[CH:39][CH:40]=[N:41][C:36]1=2)=[N+](C)C)C.F[P-](F)(F)(F)(F)F.Cl.N1CCC[C@@H]1C#N, predict the reaction product. The product is: [Cl:1][C:2]1[CH:3]=[N:4][N:5]([C:7]2[CH:12]=[CH:11][N:10]=[CH:9][C:8]=2[N:13]2[CH2:14][CH2:15][CH:16]([C:19]([N:41]3[CH2:40][CH2:39][CH2:38][C@@H:36]3[C:37]#[N:42])=[O:21])[CH2:17][CH2:18]2)[CH:6]=1. (4) The product is: [Cl:1][C:2]1[CH:3]=[CH:4][C:5]([CH:8]([CH3:12])[C:9]([OH:11])=[O:10])=[CH:6][CH:7]=1. Given the reactants [Cl:1][C:2]1[CH:7]=[CH:6][C:5]([CH2:8][C:9]([OH:11])=[O:10])=[CH:4][CH:3]=1.[CH2:12]([Li])CCC.CI, predict the reaction product. (5) Given the reactants [K].[CH:2]([C:5]1[CH:6]=[CH:7][C:8]2[O:12][C:11]([S:13](O)(=[O:15])=[O:14])=[C:10]([CH3:17])[C:9]=2[CH:18]=1)([CH3:4])[CH3:3].O=P(Cl)(Cl)[Cl:21], predict the reaction product. The product is: [CH:2]([C:5]1[CH:6]=[CH:7][C:8]2[O:12][C:11]([S:13]([Cl:21])(=[O:15])=[O:14])=[C:10]([CH3:17])[C:9]=2[CH:18]=1)([CH3:4])[CH3:3]. (6) Given the reactants [N+:1]([C:4]1[CH:5]=[C:6]([OH:16])[CH:7]=[CH:8][C:9]=1[C:10]1[CH:15]=[CH:14][CH:13]=[CH:12][CH:11]=1)([O-:3])=[O:2].Br[CH2:18][CH2:19][CH2:20][CH2:21][CH2:22][CH2:23][CH2:24][CH2:25][OH:26], predict the reaction product. The product is: [N+:1]([C:4]1[CH:5]=[C:6]([CH:7]=[CH:8][C:9]=1[C:10]1[CH:15]=[CH:14][CH:13]=[CH:12][CH:11]=1)[O:16][CH2:18][CH2:19][CH2:20][CH2:21][CH2:22][CH2:23][CH2:24][CH2:25][OH:26])([O-:3])=[O:2]. (7) Given the reactants [CH3:1][O:2][C:3](=[O:24])[CH2:4][C:5]1[CH:14]=[C:13]([O:15]CC2C=CC=CC=2)[C:12]2[C:7](=[CH:8][CH:9]=[C:10]([F:23])[CH:11]=2)[CH:6]=1, predict the reaction product. The product is: [CH3:1][O:2][C:3](=[O:24])[CH2:4][C:5]1[CH:14]=[C:13]([OH:15])[C:12]2[C:7](=[CH:8][CH:9]=[C:10]([F:23])[CH:11]=2)[CH:6]=1. (8) Given the reactants [Br:1][C:2]1[CH:7]=[C:6]([N+:8]([O-])=O)[CH:5]=[CH:4][C:3]=1[O:11][CH2:12][CH:13]1[CH2:15][CH2:14]1.[Cl-].[NH4+].O.C(O)C, predict the reaction product. The product is: [Br:1][C:2]1[CH:7]=[C:6]([CH:5]=[CH:4][C:3]=1[O:11][CH2:12][CH:13]1[CH2:14][CH2:15]1)[NH2:8]. (9) Given the reactants Cl[C:2]1[N:7]=[CH:6][C:5]2[CH:8]=[N:9][N:10]([C:11]3[N:16]=[C:15]([N:17]4[CH2:23][CH2:22][CH2:21][N:20]([C:24]([O:26][C:27]([CH3:30])([CH3:29])[CH3:28])=[O:25])[CH2:19][CH2:18]4)[CH:14]=[CH:13][CH:12]=3)[C:4]=2[CH:3]=1.CC1(C)C(C)(C)OB([C:39]2[CH:40]=[N:41][NH:42][CH:43]=2)O1.C([O-])([O-])=O.[Na+].[Na+], predict the reaction product. The product is: [NH:41]1[CH:40]=[C:39]([C:2]2[N:7]=[CH:6][C:5]3[CH:8]=[N:9][N:10]([C:11]4[N:16]=[C:15]([N:17]5[CH2:23][CH2:22][CH2:21][N:20]([C:24]([O:26][C:27]([CH3:29])([CH3:30])[CH3:28])=[O:25])[CH2:19][CH2:18]5)[CH:14]=[CH:13][CH:12]=4)[C:4]=3[CH:3]=2)[CH:43]=[N:42]1. (10) Given the reactants Cl[C:2]1[CH:7]=[CH:6][C:5]([C:8]2([C:11]([O:13][CH3:14])=[O:12])[CH2:10][CH2:9]2)=[CH:4][CH:3]=1.[CH3:15][N:16]1CCCC1=O, predict the reaction product. The product is: [CH3:14][O:13][C:11]([C:8]1([C:5]2[CH:6]=[CH:7][C:2]([C:15]#[N:16])=[CH:3][CH:4]=2)[CH2:10][CH2:9]1)=[O:12].